Dataset: Reaction yield outcomes from USPTO patents with 853,638 reactions. Task: Predict the reaction yield, written as a fraction of the theoretical maximum amount of product (1.0 means a 100% yield; for example, 0.34 means a 34% yield). (1) The reactants are [F:1][C:2]1[CH:10]=[CH:9][CH:8]=[C:7]2[C:3]=1[CH:4]=[CH:5][NH:6]2.[CH3:11][C:12]([O:15][C:16](O[C:16]([O:15][C:12]([CH3:14])([CH3:13])[CH3:11])=[O:17])=[O:17])([CH3:14])[CH3:13]. The catalyst is CN(C1C=CN=CC=1)C.C1COCC1. The product is [F:1][C:2]1[CH:10]=[CH:9][CH:8]=[C:7]2[C:3]=1[CH:4]=[CH:5][N:6]2[C:16]([O:15][C:12]([CH3:14])([CH3:13])[CH3:11])=[O:17]. The yield is 0.960. (2) The reactants are [Cl:1][C:2]1[N:7]=[CH:6][C:5]([CH2:8][N:9]2[C:14]([CH3:15])=[CH:13][C:12](=[S:16])[N:11]3[N:17]=[C:18]([S:20][CH3:21])[N:19]=[C:10]23)=[CH:4][CH:3]=1.[CH3:22][I:23]. The catalyst is O1CCCC1. The product is [I-:23].[Cl:1][C:2]1[N:7]=[CH:6][C:5]([CH2:8][N+:9]2[C:10]3[N:11]([N:17]=[C:18]([S:20][CH3:21])[N:19]=3)[C:12]([S:16][CH3:22])=[CH:13][C:14]=2[CH3:15])=[CH:4][CH:3]=1. The yield is 0.900. (3) The reactants are [NH2:1][C:2]1[CH:3]=[C:4]([Cl:27])[C:5]2[N:9]=[C:8]([CH:10]([F:12])[F:11])[N:7]([C:13]3[N:18]=[C:17](Cl)[N:16]=[C:15]([N:20]4[CH2:25][CH2:24][O:23][CH2:22][CH2:21]4)[N:14]=3)[C:6]=2[CH:26]=1.Cl.[CH3:29][C:30]1([CH3:36])[O:35][CH2:34][CH2:33][NH:32][CH2:31]1.C(=O)([O-])[O-].[K+].[K+].O. The catalyst is CN(C=O)C. The product is [NH2:1][C:2]1[CH:3]=[C:4]([Cl:27])[C:5]2[N:9]=[C:8]([CH:10]([F:11])[F:12])[N:7]([C:13]3[N:18]=[C:17]([N:32]4[CH2:33][CH2:34][O:35][C:30]([CH3:36])([CH3:29])[CH2:31]4)[N:16]=[C:15]([N:20]4[CH2:25][CH2:24][O:23][CH2:22][CH2:21]4)[N:14]=3)[C:6]=2[CH:26]=1. The yield is 0.730. (4) The reactants are [F:1][C:2]1[CH:7]=[CH:6][C:5]([C:8]2[N:12]([CH2:13][CH2:14][C@@H:15]3[CH2:20][C@@H:19]([OH:21])[CH2:18][C:17](=[O:22])[O:16]3)[C:11]([CH:23]([CH3:25])[CH3:24])=[C:10]([C:26]([NH:28][C:29]3[CH:34]=[CH:33][CH:32]=[CH:31][CH:30]=3)=[O:27])[C:9]=2[C:35]2[CH:40]=[CH:39][CH:38]=[CH:37][CH:36]=2)=[CH:4][CH:3]=1.[OH-:41].[Na+].[Na].[Cl-].[Cl-].[Ca+2:46]. The catalyst is CO.O. The product is [CH3:24][CH:23]([C:11]1[N:12]([CH2:13][CH2:14][C@@H:15]([OH:16])[CH2:20][C@@H:19]([OH:21])[CH2:18][C:17]([O-:22])=[O:41])[C:8]([C:5]2[CH:4]=[CH:3][C:2]([F:1])=[CH:7][CH:6]=2)=[C:9]([C:35]2[CH:36]=[CH:37][CH:38]=[CH:39][CH:40]=2)[C:10]=1[C:26]([NH:28][C:29]1[CH:34]=[CH:33][CH:32]=[CH:31][CH:30]=1)=[O:27])[CH3:25].[CH3:24][CH:23]([C:11]1[N:12]([CH2:13][CH2:14][C@@H:15]([OH:16])[CH2:20][C@@H:19]([OH:21])[CH2:18][C:17]([O-:22])=[O:41])[C:8]([C:5]2[CH:4]=[CH:3][C:2]([F:1])=[CH:7][CH:6]=2)=[C:9]([C:35]2[CH:36]=[CH:37][CH:38]=[CH:39][CH:40]=2)[C:10]=1[C:26]([NH:28][C:29]1[CH:34]=[CH:33][CH:32]=[CH:31][CH:30]=1)=[O:27])[CH3:25].[Ca+2:46]. The yield is 0.770. (5) The reactants are Cl[C:2]1[C:11]2[C:6](=[CH:7][C:8]([C:12]([F:15])([F:14])[F:13])=[CH:9][CH:10]=2)[N:5]=[CH:4][CH:3]=1.[NH2:16][CH2:17][CH2:18][OH:19].[OH-].[Na+]. No catalyst specified. The product is [F:13][C:12]([F:15])([F:14])[C:8]1[CH:7]=[C:6]2[C:11]([C:2]([NH:16][CH2:17][CH2:18][OH:19])=[CH:3][CH:4]=[N:5]2)=[CH:10][CH:9]=1. The yield is 0.680.